This data is from Catalyst prediction with 721,799 reactions and 888 catalyst types from USPTO. The task is: Predict which catalyst facilitates the given reaction. (1) Reactant: [Cl:1][C:2]1[CH:7]=[CH:6][N:5]([CH:8]([CH:10]([CH3:12])[CH3:11])[CH3:9])[C:4](=[O:13])[C:3]=1[CH:14]=O.Cl.[NH2:17][OH:18].Cl. Product: [Cl:1][C:2]1[CH:7]=[CH:6][N:5]([CH:8]([CH:10]([CH3:12])[CH3:11])[CH3:9])[C:4](=[O:13])[C:3]=1[CH:14]=[N:17][OH:18]. The catalyst class is: 41. (2) Reactant: Cl.[NH2:2][C@@H:3]1[CH2:7][CH2:6][N:5]([CH3:8])[C:4]1=[O:9].CCN(C(C)C)C(C)C.CN(C(ON1N=NC2C=CC=NC1=2)=[N+](C)C)C.F[P-](F)(F)(F)(F)F.[Cl:43][C:44]1[CH:45]=[C:46]([C:71](O)=[O:72])[CH:47]=[N:48][C:49]=1[NH:50][NH:51][C:52]([NH:54][CH:55]1[C:61]2[CH:62]=[C:63]([Cl:66])[CH:64]=[CH:65][C:60]=2[CH2:59][CH2:58][C:57]2[CH:67]=[CH:68][CH:69]=[CH:70][C:56]1=2)=[S:53]. Product: [Cl:43][C:44]1[CH:45]=[C:46]([C:71]([NH:2][C@@H:3]2[CH2:7][CH2:6][N:5]([CH3:8])[C:4]2=[O:9])=[O:72])[CH:47]=[N:48][C:49]=1[NH:50][NH:51][C:52]([NH:54][CH:55]1[C:61]2[CH:62]=[C:63]([Cl:66])[CH:64]=[CH:65][C:60]=2[CH2:59][CH2:58][C:57]2[CH:67]=[CH:68][CH:69]=[CH:70][C:56]1=2)=[S:53]. The catalyst class is: 287. (3) Reactant: [Cl:1][C:2]1[CH:3]=[CH:4][C:5]2[N:11]([C:12](=[O:28])[C:13]3[CH:18]=[CH:17][C:16]([NH:19][C:20](=[O:25])[C:21]([F:24])([F:23])[F:22])=[CH:15][C:14]=3[O:26][CH3:27])[CH2:10][CH2:9][CH2:8][CH:7]([CH2:29][C:30]([N:32]3[CH2:37][CH2:36][N:35]([CH3:38])[CH2:34][CH2:33]3)=[O:31])[C:6]=2[CH:39]=1.C1(P(C2C=CC=CC=2)C2C=CC=CC=2)C=CC=CC=1.O[CH2:60][CH2:61][O:62][C:63]1[CH:68]=[CH:67][CH:66]=[CH:65][C:64]=1[CH3:69].N(C(OCC)=O)=NC(OCC)=O. Product: [Cl:1][C:2]1[CH:3]=[CH:4][C:5]2[N:11]([C:12](=[O:28])[C:13]3[CH:18]=[CH:17][C:16]([N:19]([CH2:60][CH2:61][O:62][C:63]4[CH:68]=[CH:67][CH:66]=[CH:65][C:64]=4[CH3:69])[C:20](=[O:25])[C:21]([F:24])([F:23])[F:22])=[CH:15][C:14]=3[O:26][CH3:27])[CH2:10][CH2:9][CH2:8][CH:7]([CH2:29][C:30]([N:32]3[CH2:33][CH2:34][N:35]([CH3:38])[CH2:36][CH2:37]3)=[O:31])[C:6]=2[CH:39]=1. The catalyst class is: 30. (4) Reactant: [F:1][C:2]1[CH:7]=[C:6]([N+:8]([O-:10])=[O:9])[CH:5]=[C:4]([CH2:11][NH:12][CH3:13])[C:3]=1[OH:14].CCN(C(C)C)C(C)C.[CH2:24]([O:31][C:32]([O:34]N1C(=O)CCC1=O)=O)[C:25]1[CH:30]=[CH:29][CH:28]=[CH:27][CH:26]=1. Product: [F:1][C:2]1[C:3]([OH:14])=[C:4]([CH:5]=[C:6]([N+:8]([O-:10])=[O:9])[CH:7]=1)[CH2:11][N:12]([CH3:13])[C:32](=[O:34])[O:31][CH2:24][C:25]1[CH:26]=[CH:27][CH:28]=[CH:29][CH:30]=1. The catalyst class is: 3. (5) Reactant: Cl.[NH2:2][CH:3]1[CH2:11][C:10]2[C:5](=[CH:6][CH:7]=[CH:8][CH:9]=2)[CH2:4]1.C(N(CC)CC)C.[F:19][C:20]1[CH:28]=[CH:27][C:23]([C:24](Cl)=[O:25])=[CH:22][CH:21]=1. Product: [F:19][C:20]1[CH:28]=[CH:27][C:23]([C:24]([NH:2][CH:3]2[CH2:11][C:10]3[C:5](=[CH:6][CH:7]=[CH:8][CH:9]=3)[CH2:4]2)=[O:25])=[CH:22][CH:21]=1. The catalyst class is: 7. (6) Reactant: [C:1]([O:7][CH2:8][N:9]1[C:18](=[O:19])[C:17]2[C:12](=[CH:13][C:14]([O:21][CH3:22])=[CH:15][C:16]=2[OH:20])[N:11]=[CH:10]1)(=[O:6])[C:2]([CH3:5])([CH3:4])[CH3:3].O[CH:24]1[CH2:29][CH2:28][N:27]([CH3:30])[CH2:26][CH2:25]1.C1(P(C2C=CC=CC=2)C2C=CC=CC=2)C=CC=CC=1.N(C(OC(C)(C)C)=O)=NC(OC(C)(C)C)=O. Product: [C:1]([O:7][CH2:8][N:9]1[C:18](=[O:19])[C:17]2[C:12](=[CH:13][C:14]([O:21][CH3:22])=[CH:15][C:16]=2[O:20][CH:24]2[CH2:29][CH2:28][N:27]([CH3:30])[CH2:26][CH2:25]2)[N:11]=[CH:10]1)(=[O:6])[C:2]([CH3:5])([CH3:4])[CH3:3]. The catalyst class is: 4. (7) Reactant: [CH:1]1([O:5][C:6]2[CH:13]=[CH:12][C:9]([CH:10]=[O:11])=[CH:8][CH:7]=2)[CH2:4][CH2:3][CH2:2]1.[BH4-].[Na+].Cl. Product: [CH:1]1([O:5][C:6]2[CH:13]=[CH:12][C:9]([CH2:10][OH:11])=[CH:8][CH:7]=2)[CH2:2][CH2:3][CH2:4]1. The catalyst class is: 5. (8) Reactant: Cl.[CH3:2][C:3]1[N:4]([NH:21]C(=O)C)[CH:5]=[C:6]([C:8]2[CH:9]=[N:10][N:11]([CH3:20])[C:12]=2[C:13]2[CH:18]=[CH:17][C:16]([CH3:19])=[CH:15][CH:14]=2)[N:7]=1.[OH-].[Na+]. Product: [CH3:2][C:3]1[N:4]([NH2:21])[CH:5]=[C:6]([C:8]2[CH:9]=[N:10][N:11]([CH3:20])[C:12]=2[C:13]2[CH:18]=[CH:17][C:16]([CH3:19])=[CH:15][CH:14]=2)[N:7]=1. The catalyst class is: 5. (9) Reactant: [C:1]([C@H:5]1[C:33](=[O:34])[N:32]2[CH2:35][C@@H:29]([CH2:30][C@H:31]2[C:36]([O:38]C)=[O:37])[O:28][C:17]2=[N:18][C:19]3[CH:20]=[C:21]([O:26][CH3:27])[CH:22]=[CH:23][C:24]=3[N:25]=[C:16]2[CH2:15][CH2:14][CH2:13][CH2:12][CH2:11][C@@H:10]2[CH2:40][C@H:9]2[O:8][C:7](=[O:41])[NH:6]1)([CH3:4])([CH3:3])[CH3:2].O.C1COCC1.O[Li].O.Cl. Product: [C:1]([C@H:5]1[C:33](=[O:34])[N:32]2[CH2:35][C@@H:29]([CH2:30][C@H:31]2[C:36]([OH:38])=[O:37])[O:28][C:17]2=[N:18][C:19]3[CH:20]=[C:21]([O:26][CH3:27])[CH:22]=[CH:23][C:24]=3[N:25]=[C:16]2[CH2:15][CH2:14][CH2:13][CH2:12][CH2:11][C@@H:10]2[CH2:40][C@H:9]2[O:8][C:7](=[O:41])[NH:6]1)([CH3:4])([CH3:2])[CH3:3]. The catalyst class is: 25. (10) Reactant: [CH3:1][NH:2][N:3]=[C:4]([CH3:10])[C:5]([O:7][CH2:8][CH3:9])=[O:6].C(=O)([O-])[O-].[K+].[K+].[CH2:17]([C:19]1[CH:24]=[C:23]([CH3:25])[CH:22]=[C:21]([CH2:26][CH3:27])[C:20]=1[CH2:28][C:29](Cl)=[O:30])[CH3:18]. Product: [CH2:17]([C:19]1[CH:24]=[C:23]([CH3:25])[CH:22]=[C:21]([CH2:26][CH3:27])[C:20]=1[CH2:28][C:29]([N:2]([CH3:1])[N:3]=[C:4]([CH3:10])[C:5]([O:7][CH2:8][CH3:9])=[O:6])=[O:30])[CH3:18]. The catalyst class is: 10.